This data is from Blood-brain barrier permeability regression values from the B3DB database. The task is: Regression/Classification. Given a drug SMILES string, predict its absorption, distribution, metabolism, or excretion properties. Task type varies by dataset: regression for continuous measurements (e.g., permeability, clearance, half-life) or binary classification for categorical outcomes (e.g., BBB penetration, CYP inhibition). For this dataset (b3db_regression), we predict Y. (1) The compound is CCCCCO. The Y is 0.200 log(BB ratio). (2) The compound is C[C@H](CC1CCCCC1)NC. The Y is 1.08 log(BB ratio).